Dataset: Catalyst prediction with 721,799 reactions and 888 catalyst types from USPTO. Task: Predict which catalyst facilitates the given reaction. (1) Reactant: CS(Cl)(=O)=O.[Cl:6][C:7]1[C:8]([C:13]2[CH:21]=[C:20]([C:22]([F:25])([F:24])[F:23])[CH:19]=[CH:18][C:14]=2[C:15]([OH:17])=O)=[N:9][CH:10]=[CH:11][CH:12]=1.C(N(CC)CC)C.[NH2:33][C:34]1[C:42]([CH3:43])=[CH:41][C:40]([Cl:44])=[CH:39][C:35]=1[C:36](O)=[O:37]. Product: [Cl:44][C:40]1[CH:41]=[C:42]([CH3:43])[C:34]2[N:33]=[C:15]([C:14]3[CH:18]=[CH:19][C:20]([C:22]([F:25])([F:24])[F:23])=[CH:21][C:13]=3[C:8]3[C:7]([Cl:6])=[CH:12][CH:11]=[CH:10][N:9]=3)[O:17][C:36](=[O:37])[C:35]=2[CH:39]=1. The catalyst class is: 115. (2) Reactant: C(OC(=O)[NH:7][CH2:8][CH2:9][N:10]1[C:18]([C:19]2[CH:24]=[CH:23][CH:22]=[C:21]([Cl:25])[CH:20]=2)=[C:17]2[C:12]([N:13]([CH3:29])[C:14](=[O:28])[N:15]([CH3:27])[C:16]2=[O:26])=[CH:11]1)(C)(C)C.C(O)(C(F)(F)F)=O. Product: [NH2:7][CH2:8][CH2:9][N:10]1[C:18]([C:19]2[CH:24]=[CH:23][CH:22]=[C:21]([Cl:25])[CH:20]=2)=[C:17]2[C:12]([N:13]([CH3:29])[C:14](=[O:28])[N:15]([CH3:27])[C:16]2=[O:26])=[CH:11]1. The catalyst class is: 2. (3) Reactant: [CH3:1][C:2]([Si:5]([CH3:26])([CH3:25])[O:6][CH2:7][C:8]1[CH:13]=[C:12]([O:14][CH3:15])[N:11]=[C:10]([CH2:16][CH2:17][C:18](OCCCC)=[O:19])[CH:9]=1)([CH3:4])[CH3:3].[H-].[H-].[H-].[H-].[Li+].[Al+3].O. Product: [CH3:4][C:2]([Si:5]([CH3:26])([CH3:25])[O:6][CH2:7][C:8]1[CH:13]=[C:12]([O:14][CH3:15])[N:11]=[C:10]([CH2:16][CH2:17][CH2:18][OH:19])[CH:9]=1)([CH3:1])[CH3:3]. The catalyst class is: 1. (4) Reactant: [F:1][C:2]1[CH:23]=[C:22]([C:24]2[CH:33]=[CH:32][C:27]3[N:28]([CH3:31])[CH:29]=[N:30][C:26]=3[CH:25]=2)[CH:21]=[CH:20][C:3]=1[C:4]([N:6]1[CH2:11][CH2:10][N:9](C(OC(C)(C)C)=O)[C@@H:8]([CH3:19])[CH2:7]1)=[O:5].[ClH:34]. Product: [ClH:34].[F:1][C:2]1[CH:23]=[C:22]([C:24]2[CH:33]=[CH:32][C:27]3[N:28]([CH3:31])[CH:29]=[N:30][C:26]=3[CH:25]=2)[CH:21]=[CH:20][C:3]=1[C:4]([N:6]1[CH2:11][CH2:10][NH:9][C@@H:8]([CH3:19])[CH2:7]1)=[O:5]. The catalyst class is: 4.